Dataset: Catalyst prediction with 721,799 reactions and 888 catalyst types from USPTO. Task: Predict which catalyst facilitates the given reaction. (1) Reactant: [O:1]1[CH2:5][CH2:4][O:3][CH:2]1[CH2:6][C:7]1[CH:15]=[CH:14][C:10]([C:11](O)=[O:12])=[CH:9][CH:8]=1.CSC.B. Product: [O:1]1[CH2:5][CH2:4][O:3][CH:2]1[CH2:6][C:7]1[CH:15]=[CH:14][C:10]([CH2:11][OH:12])=[CH:9][CH:8]=1. The catalyst class is: 1. (2) Reactant: [CH3:1][O:2][C:3](=[O:19])[C:4]1[CH:9]=[C:8](Br)[C:7]([O:11][CH2:12][O:13][CH3:14])=[CH:6][C:5]=1[O:15][CH2:16][O:17][CH3:18].[C:20]1(B(O)O)[CH:25]=[CH:24][CH:23]=[CH:22][CH:21]=1.C1(P(C2CCCCC2)C2C=CC=CC=2C2C(OC)=CC=CC=2OC)CCCCC1.[O-]P([O-])([O-])=O.[K+].[K+].[K+].O. Product: [CH3:1][O:2][C:3]([C:4]1[CH:9]=[C:8]([C:20]2[CH:25]=[CH:24][CH:23]=[CH:22][CH:21]=2)[C:7]([O:11][CH2:12][O:13][CH3:14])=[CH:6][C:5]=1[O:15][CH2:16][O:17][CH3:18])=[O:19]. The catalyst class is: 318.